Dataset: Experimentally validated miRNA-target interactions with 360,000+ pairs, plus equal number of negative samples. Task: Binary Classification. Given a miRNA mature sequence and a target amino acid sequence, predict their likelihood of interaction. (1) Result: 0 (no interaction). The miRNA is mmu-miR-5104 with sequence CUGUGCUAGUGAGGUGGCUCAGCA. The protein sequence of the target gene is MPLSLGAEMWGPEAWLRLLFLASFTGQYSAGELETSDVVTVVLGQDAKLPCFYRGDPDEQVGQVAWARVDPNEGIRELALLHSKYGLHVNPAYEDRVEQPPPPRDPLDGSVLLRNAVQADEGEYECRVSTFPAGSFQARMRLRVLVPPLPSLNPGPPLEEGQGLTLAASCTAEGSPAPSVTWDTEVKGTQSSRSFTHPRSAAVTSEFHLVPSRSMNGQPLTCVVSHPGLLQDRRITHTLQVAFLAEASVRGLEDQNLWQVGREGATLKCLSEGQPPPKYNWTRLDGPLPSGVRVKGDTLG.... (2) The miRNA is hsa-miR-6784-5p with sequence GCCGGGGCUUUGGGUGAGGG. The protein sequence of the target gene is MWHAISRTSRMSQSGCPSGLLADKNISSSATRVIVKTAGNQKDFMVADDISVRQFKEMLLAHFQCQMDQLVLVFMGCLLKDHDTLSQRGIMDGHTIYLVIKSKQGSRSLAHSFRDLPTNDPCHRDRNTKGNSSRVHQPTGMNQAPVELAHFVGSDAPKVHTQNLEVSHPECKAQMLENPSIQRLLSNMEFMWQFISEHLDTQQLMQQNPEVSRLLLDNSEILLQTLELARNLAMIQEIMQIQQPSQNLEYPLNPQPYLGLETMPGGNNALGQNYADINDQMLNSMQDPFGGNPFTALLAG.... Result: 1 (interaction). (3) The miRNA is mmu-miR-100-3p with sequence ACAAGCUUGUGUCUAUAGGUAU. The protein sequence of the target gene is MIFTPFLPPADLSVFQNVKGLQNDPEEWVAVSDATEDPSGGTGLPREPALLRGSWRSRFQRALACFTKCFRGGYRALGI. Result: 0 (no interaction). (4) The miRNA is hsa-miR-212-5p with sequence ACCUUGGCUCUAGACUGCUUACU. The protein sequence of the target gene is MTKKRKRQHDFQKVKLKVGKKKPKLQNATPTNFKTKTIHLPEQLKEDGTLPTNNRKLNIKDLLSQMHHYNAGVKQSALLGLKDLLSQYPFIIDAHLSNILSEVTAVFTDKDANVRLAAVQLLQFLAPKIRAEQISPFFPLVSAHLSSAMTHITEGIQEDSLKVLDILLEQYPALITGRSSILLKNFVELISHQQLSKGLINRDRSQSWILSVNPNRRLTSQQWRLKVLVRLSKFLQALADGSSRLRESEGLQEQKENPHATSNSIFINWKEHANDQQHIQVYENGGSQPNVSSQFRLRYL.... Result: 0 (no interaction).